The task is: Predict the reactants needed to synthesize the given product.. This data is from Full USPTO retrosynthesis dataset with 1.9M reactions from patents (1976-2016). (1) Given the product [CH:1]1([N:8]2[C:9]3[N:19]=[CH:18][CH:17]=[CH:16][C:10]=3[C:11](=[O:12])[O:13][C:14]2=[O:28])[CH2:7][CH2:6][CH2:5][CH2:4][CH2:3][CH2:2]1, predict the reactants needed to synthesize it. The reactants are: [CH:1]1([NH:8][C:9]2[N:19]=[CH:18][CH:17]=[CH:16][C:10]=2[C:11]([O:13][CH2:14]C)=[O:12])[CH2:7][CH2:6][CH2:5][CH2:4][CH2:3][CH2:2]1.C(C(CC)CNC1N=CC=CC=1C(OCC)=[O:28])C. (2) The reactants are: [CH2:1]([CH:5]([C:7]1[N:8]([CH2:20][CH:21]([CH3:23])[CH3:22])[C:9]2[C:18]3[CH:17]=[CH:16][CH:15]=[CH:14][C:13]=3[N:12]=[CH:11][C:10]=2[N:19]=1)[OH:6])[CH2:2][CH2:3][CH3:4].[C:24](OC(=O)C)(=[O:26])[CH3:25]. Given the product [C:24]([O:6][CH:5]([C:7]1[N:8]([CH2:20][CH:21]([CH3:22])[CH3:23])[C:9]2[C:18]3[CH:17]=[CH:16][CH:15]=[CH:14][C:13]=3[N:12]=[CH:11][C:10]=2[N:19]=1)[CH2:1][CH2:2][CH2:3][CH3:4])(=[O:26])[CH3:25], predict the reactants needed to synthesize it. (3) The reactants are: Br[C:2]1[CH:3]=[C:4]([NH:9][CH2:10][CH:11]2[CH2:16][CH2:15][O:14][CH2:13][CH2:12]2)[C:5]([F:8])=[N:6][CH:7]=1.[Cl:17][C:18]1[C:19](B(O)O)=[CH:20][C:21]([F:24])=[N:22][CH:23]=1.C(Cl)Cl.C(=O)([O-])[O-].[Na+].[Na+]. Given the product [Cl:17][C:18]1[C:19]([C:2]2[CH:7]=[N:6][C:5]([F:8])=[C:4]([NH:9][CH2:10][CH:11]3[CH2:16][CH2:15][O:14][CH2:13][CH2:12]3)[CH:3]=2)=[CH:20][C:21]([F:24])=[N:22][CH:23]=1, predict the reactants needed to synthesize it. (4) Given the product [Cl:10][C:11]1[N:20]=[C:19]([N:6]2[CH2:7][CH2:8][CH2:9][C@@H:4]([NH:3][C:31](=[O:33])[CH3:32])[CH2:5]2)[C:18]2[CH2:17][CH2:16][CH2:15][CH2:14][C:13]=2[N:12]=1, predict the reactants needed to synthesize it. The reactants are: Cl.Cl.[NH2:3][C@@H:4]1[CH2:9][CH2:8][CH2:7][NH:6][CH2:5]1.[Cl:10][C:11]1[N:20]=[C:19](Cl)[C:18]2[CH2:17][CH2:16][CH2:15][CH2:14][C:13]=2[N:12]=1.C(N(C(C)C)CC)(C)C.[C:31](Cl)(=[O:33])[CH3:32]. (5) Given the product [CH2:18]([O:14][C:12]1[CH:11]=[CH:10][N:9]=[C:8]([C:4]2[CH:3]=[C:2]([O:1][CH2:8][CH2:4][CH2:3][CH2:2][CH:7]=[CH2:6])[CH:7]=[CH:6][N:5]=2)[CH:13]=1)[CH2:19][CH2:20][CH2:21][CH:22]=[CH2:23], predict the reactants needed to synthesize it. The reactants are: [OH:1][C:2]1[CH:7]=[CH:6][N:5]=[C:4]([C:8]2[CH:13]=[C:12]([OH:14])[CH:11]=[CH:10][N:9]=2)[CH:3]=1.[H-].[Na+].Br[CH2:18][CH2:19][CH2:20][CH2:21][CH:22]=[CH2:23]. (6) Given the product [Cl:34][C:35]1[C:36]([O:16][CH2:15][C@H:12]2[CH2:11][CH2:10][C@H:9]3[CH2:14][C@@H:13]2[C:8]3([CH3:17])[CH3:7])=[CH:37][C:38]([F:48])=[C:39]([CH:47]=1)[C:40]([NH:42][S:43]([CH3:46])(=[O:44])=[O:45])=[O:41], predict the reactants needed to synthesize it. The reactants are: C1(CCO)CC1.[CH3:7][C:8]1([CH3:17])[C@H:13]2[CH2:14][C@@H:9]1[CH2:10][CH2:11][C@@H:12]2[CH2:15][OH:16].FC1C=C(F)C(F)=CC=1C(NS(C)(=O)=O)=O.[Cl:34][C:35]1[C:36](F)=[CH:37][C:38]([F:48])=[C:39]([CH:47]=1)[C:40]([NH:42][S:43]([CH3:46])(=[O:45])=[O:44])=[O:41]. (7) The reactants are: [Br:1][C:2]1[CH:3]=[C:4]([S:10](Cl)(=[O:12])=[O:11])[C:5]([NH:8][CH3:9])=[N:6][CH:7]=1.BrC1C=CC(NC)=NC=1.[NH2:23][CH2:24][CH2:25][OH:26]. Given the product [Br:1][C:2]1[CH:3]=[C:4]([S:10]([NH:23][CH2:24][CH2:25][OH:26])(=[O:12])=[O:11])[C:5]([NH:8][CH3:9])=[N:6][CH:7]=1, predict the reactants needed to synthesize it. (8) Given the product [CH3:28][N:25]1[CH2:26][CH2:27][CH:22]([O:21][C:18]2[CH:19]=[CH:20][C:15]([C:12]3[CH:13]=[CH:14][C:9]([NH:8][C:6]([C:5]4[CH:29]=[CH:30][C:2]([C:39]5[CH:44]=[CH:43][CH:42]=[CH:41][CH:40]=5)=[CH:3][CH:4]=4)=[O:7])=[CH:10][CH:11]=3)=[CH:16][CH:17]=2)[CH2:23][CH2:24]1, predict the reactants needed to synthesize it. The reactants are: I[C:2]1[CH:30]=[CH:29][C:5]([C:6]([NH:8][C:9]2[CH:14]=[CH:13][C:12]([C:15]3[CH:20]=[CH:19][C:18]([O:21][CH:22]4[CH2:27][CH2:26][N:25]([CH3:28])[CH2:24][CH2:23]4)=[CH:17][CH:16]=3)=[CH:11][CH:10]=2)=[O:7])=[CH:4][CH:3]=1.CN1CCC(O[C:39]2[CH:44]=[CH:43][C:42]([C:39]3[CH:44]=[CH:43][CH:42]=[C:41](N)[CH:40]=3)=[CH:41][CH:40]=2)CC1.C(N(CC)CC)C. (9) Given the product [N+:1]([O-:4])([O-:3])=[O:2].[Al+3:19].[N+:15]([O-:18])([O-:17])=[O:16].[N+:20]([O-:23])([O-:22])=[O:21].[N+:24]([O-:27])([O-:26])=[O:25].[Rb+:5], predict the reactants needed to synthesize it. The reactants are: [N+:1]([O-:4])([O-:3])=[O:2].[Rb+:5].O.O.O.O.O.O.O.O.O.[N+:15]([O-:18])([O-:17])=[O:16].[Al+3:19].[N+:20]([O-:23])([O-:22])=[O:21].[N+:24]([O-:27])([O-:26])=[O:25]. (10) Given the product [C:1]([O:5][C:6]([N:8]([CH3:22])[C@H:9]([C:14]1[CH:15]=[CH:16][CH:17]=[CH:18][CH:19]=1)[C:10]([O:12][CH3:13])=[O:11])=[O:7])([CH3:4])([CH3:2])[CH3:3], predict the reactants needed to synthesize it. The reactants are: [C:1]([O:5][C:6]([NH:8][C@H:9]([C:14]1[CH:19]=[CH:18][CH:17]=[CH:16][CH:15]=1)[C:10]([O:12][CH3:13])=[O:11])=[O:7])([CH3:4])([CH3:3])[CH3:2].[H-].[Na+].[CH3:22]SC.